Dataset: NCI-60 drug combinations with 297,098 pairs across 59 cell lines. Task: Regression. Given two drug SMILES strings and cell line genomic features, predict the synergy score measuring deviation from expected non-interaction effect. (1) Drug 1: C1=CC(=CC=C1CC(C(=O)O)N)N(CCCl)CCCl.Cl. Drug 2: CN(CC1=CN=C2C(=N1)C(=NC(=N2)N)N)C3=CC=C(C=C3)C(=O)NC(CCC(=O)O)C(=O)O. Cell line: MALME-3M. Synergy scores: CSS=13.6, Synergy_ZIP=-3.04, Synergy_Bliss=3.88, Synergy_Loewe=-2.14, Synergy_HSA=0.615. (2) Drug 1: C1=NNC2=C1C(=O)NC=N2. Drug 2: B(C(CC(C)C)NC(=O)C(CC1=CC=CC=C1)NC(=O)C2=NC=CN=C2)(O)O. Cell line: IGROV1. Synergy scores: CSS=43.9, Synergy_ZIP=0.568, Synergy_Bliss=0.468, Synergy_Loewe=-50.5, Synergy_HSA=-0.806.